From a dataset of Catalyst prediction with 721,799 reactions and 888 catalyst types from USPTO. Predict which catalyst facilitates the given reaction. (1) Reactant: [OH-].[Li+].O.C([O:7][CH2:8][C:9]([NH:11][C:12]1[C:20]2[C:15](=[N:16][C:17]([C:28]3[CH:33]=[CH:32][C:31]([Cl:34])=[CH:30][C:29]=3[Cl:35])=[C:18]([C:21]3[CH:26]=[CH:25][C:24]([Cl:27])=[CH:23][CH:22]=3)[CH:19]=2)[O:14][C:13]=1[C:36](=[O:41])[C:37]([OH:40])([CH3:39])[CH3:38])=[O:10])(=O)C.CO. Product: [Cl:27][C:24]1[CH:25]=[CH:26][C:21]([C:18]2[CH:19]=[C:20]3[C:12]([NH:11][C:9](=[O:10])[CH2:8][OH:7])=[C:13]([C:36](=[O:41])[C:37]([OH:40])([CH3:38])[CH3:39])[O:14][C:15]3=[N:16][C:17]=2[C:28]2[CH:33]=[CH:32][C:31]([Cl:34])=[CH:30][C:29]=2[Cl:35])=[CH:22][CH:23]=1. The catalyst class is: 1. (2) Reactant: [NH2:1][C:2]1[CH:7]=[CH:6][C:5]([Br:8])=[CH:4][C:3]=1[SH:9].[N+:10]([C:13]1[CH:20]=[CH:19][C:16]([CH:17]=O)=[CH:15][CH:14]=1)([O-:12])=[O:11].O. Product: [Br:8][C:5]1[CH:6]=[CH:7][C:2]2[N:1]=[C:17]([C:16]3[CH:19]=[CH:20][C:13]([N+:10]([O-:12])=[O:11])=[CH:14][CH:15]=3)[S:9][C:3]=2[CH:4]=1. The catalyst class is: 16. (3) Reactant: [C:1]([CH2:4][C:5]1[CH:10]=[CH:9][C:8]([NH:11]/[C:12](=[C:19]2\[C:20](=[O:38])[NH:21][C:22]3[C:27]\2=[CH:26][C:25]([NH:28][S:29]([C:32]2[CH:37]=[CH:36][CH:35]=[CH:34][CH:33]=2)(=[O:31])=[O:30])=[CH:24][CH:23]=3)/[C:13]2[CH:18]=[CH:17][CH:16]=[CH:15][CH:14]=2)=[CH:7][CH:6]=1)(O)=[O:2].[CH2:39]([NH2:46])[C:40]1[CH:45]=[CH:44][CH:43]=[CH:42][CH:41]=1.CN(C(ON1N=NC2C=CC=CC1=2)=[N+](C)C)C.[B-](F)(F)(F)F.C(N(C(C)C)C(C)C)C. Product: [CH2:39]([NH:46][C:1]([CH2:4][C:5]1[CH:6]=[CH:7][C:8]([NH:11]/[C:12](=[C:19]2\[C:20](=[O:38])[NH:21][C:22]3[C:27]\2=[CH:26][C:25]([NH:28][S:29]([C:32]2[CH:33]=[CH:34][CH:35]=[CH:36][CH:37]=2)(=[O:31])=[O:30])=[CH:24][CH:23]=3)/[C:13]2[CH:14]=[CH:15][CH:16]=[CH:17][CH:18]=2)=[CH:9][CH:10]=1)=[O:2])[C:40]1[CH:45]=[CH:44][CH:43]=[CH:42][CH:41]=1. The catalyst class is: 18. (4) Reactant: [NH2:1][C:2]1[CH:7]=[CH:6][C:5]([N:8]2[CH2:13][CH2:12][N:11]([C:14](=[O:29])[CH2:15][NH:16][C:17]([C:19]3[CH:20]=[C:21]([O:25][C:26](=[O:28])[CH3:27])[CH:22]=[CH:23][CH:24]=3)=[O:18])[CH2:10][CH2:9]2)=[CH:4][CH:3]=1.[C:30](O)(=[O:37])[C:31]1[CH:36]=[CH:35][CH:34]=[CH:33][CH:32]=1.C1CN([P+](ON2N=NC3C=CC=CC2=3)(N2CCCC2)N2CCCC2)CC1.F[P-](F)(F)(F)(F)F.C(N(C(C)C)C(C)C)C. Product: [C:30]([NH:1][C:2]1[CH:7]=[CH:6][C:5]([N:8]2[CH2:9][CH2:10][N:11]([C:14](=[O:29])[CH2:15][NH:16][C:17]([C:19]3[CH:20]=[C:21]([O:25][C:26](=[O:28])[CH3:27])[CH:22]=[CH:23][CH:24]=3)=[O:18])[CH2:12][CH2:13]2)=[CH:4][CH:3]=1)(=[O:37])[C:31]1[CH:36]=[CH:35][CH:34]=[CH:33][CH:32]=1. The catalyst class is: 3.